Dataset: Peptide-MHC class I binding affinity with 185,985 pairs from IEDB/IMGT. Task: Regression. Given a peptide amino acid sequence and an MHC pseudo amino acid sequence, predict their binding affinity value. This is MHC class I binding data. (1) The peptide sequence is VMCIQMKYV. The MHC is HLA-B44:02 with pseudo-sequence HLA-B44:02. The binding affinity (normalized) is 0.0847. (2) The peptide sequence is VVVPDYGTYK. The MHC is HLA-A31:01 with pseudo-sequence HLA-A31:01. The binding affinity (normalized) is 0.383. (3) The peptide sequence is RRFFAYYV. The MHC is HLA-B27:05 with pseudo-sequence HLA-B27:05. The binding affinity (normalized) is 0.111. (4) The peptide sequence is KAVETPILV. The MHC is HLA-C15:02 with pseudo-sequence HLA-C15:02. The binding affinity (normalized) is 0.637. (5) The peptide sequence is YMMDGNECP. The MHC is HLA-A80:01 with pseudo-sequence HLA-A80:01. The binding affinity (normalized) is 0.0847.